From a dataset of Full USPTO retrosynthesis dataset with 1.9M reactions from patents (1976-2016). Predict the reactants needed to synthesize the given product. (1) Given the product [ClH:3].[OH:5][C@H:6]1[CH2:10][NH:9][C@H:8]([C:11]([O:13][CH3:14])=[O:12])[CH2:7]1, predict the reactants needed to synthesize it. The reactants are: S(Cl)([Cl:3])=O.[OH:5][C@H:6]1[CH2:10][NH:9][C@H:8]([C:11]([OH:13])=[O:12])[CH2:7]1.[CH3:14]O. (2) Given the product [CH3:32][O:33][C:34]1[CH:39]=[C:38]([O:40][CH3:41])[CH:37]=[CH:36][C:35]=1[C:42]1[N:43]=[C:44]([CH2:61][CH3:62])[C:45]([NH:50][C@@H:51]2[C:59]3[C:54](=[CH:55][CH:56]=[CH:57][CH:58]=3)[CH2:53][C@@H:52]2[O:60][CH2:64][CH2:65][F:66])=[N:46][C:47]=1[CH2:48][CH3:49], predict the reactants needed to synthesize it. The reactants are: ClC1C=C(Cl)C=CC=1C1N=C(CC)C(N[C@@H]2C3C(=CC=CC=3)C[C@@H]2OCC)=NC=1CC.[CH3:32][O:33][C:34]1[CH:39]=[C:38]([O:40][CH3:41])[CH:37]=[CH:36][C:35]=1[C:42]1[N:43]=[C:44]([CH2:61][CH3:62])[C:45]([NH:50][C@@H:51]2[C:59]3[C:54](=[CH:55][CH:56]=[CH:57][CH:58]=3)[CH2:53][C@@H:52]2[OH:60])=[N:46][C:47]=1[CH2:48][CH3:49].Br[CH2:64][CH2:65][F:66].